From a dataset of Forward reaction prediction with 1.9M reactions from USPTO patents (1976-2016). Predict the product of the given reaction. (1) Given the reactants C(O)(C(F)(F)F)=O.[CH3:8][C@H:9]([O:12][C:13]1[N:14]=[C:15]([CH3:26])[C:16]([C:19]([O:21]C(C)(C)C)=[O:20])=[N:17][CH:18]=1)[C:10]#[CH:11], predict the reaction product. The product is: [CH3:8][C@H:9]([O:12][C:13]1[N:14]=[C:15]([CH3:26])[C:16]([C:19]([OH:21])=[O:20])=[N:17][CH:18]=1)[C:10]#[CH:11]. (2) Given the reactants C(OC(=O)[N:7]([O:15][CH2:16][C:17]1[CH:22]=[CH:21][CH:20]=[CH:19][CH:18]=1)[CH2:8][CH2:9][CH2:10][CH2:11][CH2:12][C:13]#[N:14])(C)(C)C.BrCCCCCC#N, predict the reaction product. The product is: [CH2:16]([O:15][N:7]1[CH2:8][CH2:9][CH2:10][CH2:11][CH2:12][C:13]1=[NH:14])[C:17]1[CH:22]=[CH:21][CH:20]=[CH:19][CH:18]=1. (3) Given the reactants [F:1][C:2]1[CH:7]=[CH:6][C:5]([C:8](=[O:15])[CH2:9][CH2:10][CH2:11][C:12]([OH:14])=O)=[CH:4][CH:3]=1.C(N(CC)CC)C.[Cl-].[NH:24]1[CH2:29][CH2:28][O:27][CH2:26][CH2:25]1, predict the reaction product. The product is: [F:1][C:2]1[CH:3]=[CH:4][C:5]([C:8](=[O:15])[CH2:9][CH2:10][CH2:11][C:12]([N:24]2[CH2:29][CH2:28][O:27][CH2:26][CH2:25]2)=[O:14])=[CH:6][CH:7]=1. (4) Given the reactants [CH2:1]([N:8]1[C:12]([CH3:13])=[CH:11][C:10](=[O:14])[N:9]1[C:15]1[CH:20]=[CH:19][C:18]([CH3:21])=[CH:17][CH:16]=1)[C:2]1[CH:7]=[CH:6][CH:5]=[CH:4][CH:3]=1.[OH:22][C:23]1[C:24](=[O:29])[C:25](=O)[C:26]=1[OH:27].C(O)CCC.C1(C)C=CC=CC=1, predict the reaction product. The product is: [CH2:1]([N:8]1[C:12]([CH3:13])=[C:11]([C:25]2[C:26](=[O:27])[C:23](=[O:22])[C:24]=2[OH:29])[C:10](=[O:14])[N:9]1[C:15]1[CH:16]=[CH:17][C:18]([CH3:21])=[CH:19][CH:20]=1)[C:2]1[CH:3]=[CH:4][CH:5]=[CH:6][CH:7]=1.